This data is from Reaction yield outcomes from USPTO patents with 853,638 reactions. The task is: Predict the reaction yield, written as a fraction of the theoretical maximum amount of product (1.0 means a 100% yield; for example, 0.34 means a 34% yield). (1) The reactants are C(OC([NH:8][C:9]([CH3:14])([C:11]([OH:13])=[O:12])[CH3:10])=O)(C)(C)C.[CH:15]1(O)[CH2:19][CH2:18][CH2:17][CH2:16]1.CCN=C=NCCCN(C)C.[ClH:32]. The catalyst is C(Cl)Cl.CN(C1C=CN=CC=1)C.CCOC(C)=O. The product is [ClH:32].[CH3:14][C:9]([C:11]([O:13][CH:15]1[CH2:19][CH2:18][CH2:17][CH2:16]1)=[O:12])([CH3:10])[NH2:8]. The yield is 0.200. (2) The reactants are [CH2:1]([C:3]1[CH:20]=[CH:19][C:6]([O:7][C:8]2[CH:13]=[CH:12][C:11]([S:14]([NH2:17])(=[O:16])=[O:15])=[CH:10][C:9]=2[F:18])=[C:5]([OH:21])[CH:4]=1)[CH3:2].[CH3:22]CN=C=NCCCN(C)C.[C:33]([OH:36])(=O)[CH3:34]. The catalyst is ClCCl.CN(C1C=CN=CC=1)C. The product is [CH2:1]([C:3]1[CH:20]=[CH:19][C:6]([O:7][C:8]2[CH:13]=[CH:12][C:11]([S:14]([NH:17][C:33](=[O:36])[CH3:34])(=[O:15])=[O:16])=[CH:10][C:9]=2[F:18])=[C:5]([O:21][CH3:22])[CH:4]=1)[CH3:2]. The yield is 0.890. (3) The reactants are C([O:4][C:5](=[O:7])[CH3:6])(=O)C.[C:8]([NH:11][C:12]1[CH:17]=[CH:16][CH:15]=[CH:14][CH:13]=1)(=[O:10])[CH3:9].O.[C:19](O)(=O)C. No catalyst specified. The product is [C:8]([NH:11][C:12]1[CH:17]=[C:16]([CH:15]=[CH:14][CH:13]=1)[CH:19]=[CH:6][C:5]([OH:4])=[O:7])(=[O:10])[CH3:9]. The yield is 0.890.